From a dataset of Forward reaction prediction with 1.9M reactions from USPTO patents (1976-2016). Predict the product of the given reaction. (1) The product is: [CH2:62]([O:69][C:70](=[O:78])[CH2:71][C@@H:72]([NH:77][C:33](=[O:34])[CH2:32][CH2:31][CH2:30][CH2:29][CH2:28][CH2:27][CH2:26][O:25][CH2:24][C:23]1[CH:35]=[CH:36][C:37]([F:39])=[CH:38][C:22]=1[F:21])[CH2:73][N:74]([CH3:75])[CH3:76])[C:63]1[CH:68]=[CH:67][CH:66]=[CH:65][CH:64]=1. Given the reactants C(O)CCCCCCCO.FC1C=C(F)C=CC=1CBr.[F:21][C:22]1[CH:38]=[C:37]([F:39])[CH:36]=[CH:35][C:23]=1[CH2:24][O:25][CH2:26][CH2:27][CH2:28][CH2:29][CH2:30][CH2:31][CH2:32][CH2:33][OH:34].FC1C=C(F)C=CC=1COCCCCCCCC(O)=O.Cl.Cl.[CH2:62]([O:69][C:70](=[O:78])[CH2:71][C@@H:72]([NH2:77])[CH2:73][N:74]([CH3:76])[CH3:75])[C:63]1[CH:68]=[CH:67][CH:66]=[CH:65][CH:64]=1, predict the reaction product. (2) Given the reactants C(N(CC)CC)C.C(Cl)(Cl)[Cl:9].C[O:13][C:14](=O)[C:15]1[CH:20]=[CH:19][CH:18]=[CH:17][C:16]=1NC(=O)CC1C=CC(OC2C=CC(O[C@H]3CC[C@@H](N)CC3)=CC=2)=CC=1, predict the reaction product. The product is: [C:14]([Cl:9])(=[O:13])[C:15]1[CH:20]=[CH:19][CH:18]=[CH:17][CH:16]=1. (3) The product is: [N+:1]([C:4]1[NH:8][N:7]=[C:6]([NH:28][C:38](=[O:41])[O:39][C:44]([CH3:47])([CH3:46])[CH3:45])[CH:5]=1)([O-:3])=[O:2]. Given the reactants [N+:1]([C:4]1[NH:8][N:7]=[C:6](C(O)=O)[CH:5]=1)([O-:3])=[O:2].C1(OP([N:28]=[N+]=[N-])(=O)OC2C=CC=CC=2)C=CC=CC=1.C(N(CC)CC)C.[C:38](=[O:41])([O-])[O-:39].[K+].[K+].[C:44](O)([CH3:47])([CH3:46])[CH3:45], predict the reaction product. (4) Given the reactants [F:1][C:2]([O:5][C:6]1[CH:11]=[C:10]([Br:12])[CH:9]=[CH:8][C:7]=1I)([F:4])[F:3].C([Li])CCC.CN([CH:22]=[O:23])C, predict the reaction product. The product is: [Br:12][C:10]1[CH:9]=[CH:8][C:7]([CH:22]=[O:23])=[C:6]([O:5][C:2]([F:4])([F:3])[F:1])[CH:11]=1. (5) Given the reactants [CH3:1][C:2]([O:5][C:6]([N:8]1[CH2:13][CH2:12][CH2:11][CH2:10][C@H:9]1[C:14]([OH:16])=O)=[O:7])([CH3:4])[CH3:3].CN([P+](ON1N=NC2C=CC=CC1=2)(N(C)C)N(C)C)C.F[P-](F)(F)(F)(F)F.CCN(C(C)C)C(C)C.[N:53]1([C:62](=[O:71])/[CH:63]=[CH:64]/[C@@H:65]([NH2:70])[CH2:66][CH:67]([CH3:69])[CH3:68])[C:61]2[C:56](=[CH:57][CH:58]=[CH:59][CH:60]=2)[CH2:55][CH2:54]1, predict the reaction product. The product is: [N:53]1([C:62](=[O:71])/[CH:63]=[CH:64]/[C@@H:65]([NH:70][C:14]([C@@H:9]2[CH2:10][CH2:11][CH2:12][CH2:13][N:8]2[C:6]([O:5][C:2]([CH3:1])([CH3:3])[CH3:4])=[O:7])=[O:16])[CH2:66][CH:67]([CH3:69])[CH3:68])[C:61]2[C:56](=[CH:57][CH:58]=[CH:59][CH:60]=2)[CH2:55][CH2:54]1. (6) Given the reactants C([O:8][C:9]1[C:14](=[O:15])[N:13]=[C:12]([CH2:16][C:17]2([C:22]3[CH:27]=[CH:26][C:25]([Cl:28])=[CH:24][CH:23]=3)[CH2:21][CH2:20][CH2:19][CH2:18]2)[N:11]2[CH2:29][CH2:30][N:31]([CH:34]([CH3:36])[CH3:35])[C:32](=[O:33])[C:10]=12)C1C=CC=CC=1.C1(C2C=CC=CC=2)C=CC=CC=1CC1N2CCN(C)C(=O)C2=C(O)C(=O)N=1, predict the reaction product. The product is: [Cl:28][C:25]1[CH:26]=[CH:27][C:22]([C:17]2([CH2:16][C:12]3[N:11]4[CH2:29][CH2:30][N:31]([CH:34]([CH3:36])[CH3:35])[C:32](=[O:33])[C:10]4=[C:9]([OH:8])[C:14](=[O:15])[N:13]=3)[CH2:21][CH2:20][CH2:19][CH2:18]2)=[CH:23][CH:24]=1.